Dataset: NCI-60 drug combinations with 297,098 pairs across 59 cell lines. Task: Regression. Given two drug SMILES strings and cell line genomic features, predict the synergy score measuring deviation from expected non-interaction effect. (1) Drug 1: CC1=C2C(C(=O)C3(C(CC4C(C3C(C(C2(C)C)(CC1OC(=O)C(C(C5=CC=CC=C5)NC(=O)OC(C)(C)C)O)O)OC(=O)C6=CC=CC=C6)(CO4)OC(=O)C)OC)C)OC. Drug 2: C1C(C(OC1N2C=NC3=C(N=C(N=C32)Cl)N)CO)O. Cell line: HS 578T. Synergy scores: CSS=64.2, Synergy_ZIP=10.0, Synergy_Bliss=9.18, Synergy_Loewe=-18.9, Synergy_HSA=8.21. (2) Drug 1: CC1CCC2CC(C(=CC=CC=CC(CC(C(=O)C(C(C(=CC(C(=O)CC(OC(=O)C3CCCCN3C(=O)C(=O)C1(O2)O)C(C)CC4CCC(C(C4)OC)OCCO)C)C)O)OC)C)C)C)OC. Drug 2: N.N.Cl[Pt+2]Cl. Cell line: RPMI-8226. Synergy scores: CSS=61.5, Synergy_ZIP=-4.85, Synergy_Bliss=-0.496, Synergy_Loewe=1.78, Synergy_HSA=2.12. (3) Drug 2: CN(CC1=CN=C2C(=N1)C(=NC(=N2)N)N)C3=CC=C(C=C3)C(=O)NC(CCC(=O)O)C(=O)O. Cell line: LOX IMVI. Drug 1: C1=CC=C(C=C1)NC(=O)CCCCCCC(=O)NO. Synergy scores: CSS=40.4, Synergy_ZIP=0.712, Synergy_Bliss=-3.14, Synergy_Loewe=-30.6, Synergy_HSA=-3.42. (4) Drug 1: CN(CC1=CN=C2C(=N1)C(=NC(=N2)N)N)C3=CC=C(C=C3)C(=O)NC(CCC(=O)O)C(=O)O. Drug 2: N.N.Cl[Pt+2]Cl. Cell line: A498. Synergy scores: CSS=35.7, Synergy_ZIP=-8.11, Synergy_Bliss=-5.16, Synergy_Loewe=-15.9, Synergy_HSA=-3.64.